Task: Predict the product of the given reaction.. Dataset: Forward reaction prediction with 1.9M reactions from USPTO patents (1976-2016) (1) Given the reactants Br[C:2]1[CH:3]=[C:4]([CH:16]=[C:17]([N:19]2[CH2:23][CH2:22][CH2:21][C@@H:20]2[CH2:24][OH:25])[CH:18]=1)[C:5]([NH:7][CH2:8][C:9]1[CH:10]=[N:11][C:12]([CH3:15])=[CH:13][CH:14]=1)=[O:6].B(O)(O)[C:27]1[CH:28]=[CH:29][C:30]([CH3:33])=[CH:31][CH:32]=1.C1(C)C=CC=CC=1.C(=O)([O-])[O-].[Cs+].[Cs+].O, predict the reaction product. The product is: [CH3:15][C:12]1[N:11]=[CH:10][C:9]([CH2:8][NH:7][C:5]([C:4]2[CH:3]=[C:2]([C:27]3[CH:32]=[CH:31][C:30]([CH3:33])=[CH:29][CH:28]=3)[CH:18]=[C:17]([N:19]3[CH2:23][CH2:22][CH2:21][C@@H:20]3[CH2:24][OH:25])[CH:16]=2)=[O:6])=[CH:14][CH:13]=1. (2) Given the reactants [C:1]([C:3]1[CH:8]=[CH:7][C:6]([C:9]2[N:13]3[CH:14]=[C:15]([C:19]4[CH:27]=[CH:26][C:22]([C:23](O)=[O:24])=[CH:21][CH:20]=4)[C:16]([CH3:18])=[CH:17][C:12]3=[N:11][CH:10]=2)=[CH:5][CH:4]=1)#[N:2].CN(C(ON1N=NC2C=CC=NC1=2)=[N+](C)C)C.F[P-](F)(F)(F)(F)F.CN1CCOCC1.[CH3:59][C:60]1([NH:66][C:67](=[O:73])[O:68][C:69]([CH3:72])([CH3:71])[CH3:70])[CH2:65][CH2:64][NH:63][CH2:62][CH2:61]1, predict the reaction product. The product is: [C:1]([C:3]1[CH:4]=[CH:5][C:6]([C:9]2[N:13]3[CH:14]=[C:15]([C:19]4[CH:27]=[CH:26][C:22]([C:23]([N:63]5[CH2:62][CH2:61][C:60]([NH:66][C:67](=[O:73])[O:68][C:69]([CH3:72])([CH3:71])[CH3:70])([CH3:59])[CH2:65][CH2:64]5)=[O:24])=[CH:21][CH:20]=4)[C:16]([CH3:18])=[CH:17][C:12]3=[N:11][CH:10]=2)=[CH:7][CH:8]=1)#[N:2]. (3) Given the reactants C(OC(=O)[NH:7][CH2:8][C:9]1[CH:39]=[CH:38][C:12]2[N:13]([CH2:33][CH2:34][CH:35]([CH3:37])[CH3:36])[C:14]([CH2:16][N:17]3[C:22]4[CH:23]=[CH:24][CH:25]=[CH:26][C:21]=4[S:20](=[O:28])(=[O:27])[N:19]([CH:29]4[CH2:31][CH2:30]4)[C:18]3=[O:32])=[N:15][C:11]=2[CH:10]=1)(C)(C)C.C1(OC)C=CC=CC=1.Cl.O1CCOCC1, predict the reaction product. The product is: [NH2:7][CH2:8][C:9]1[CH:39]=[CH:38][C:12]2[N:13]([CH2:33][CH2:34][CH:35]([CH3:36])[CH3:37])[C:14]([CH2:16][N:17]3[C:22]4[CH:23]=[CH:24][CH:25]=[CH:26][C:21]=4[S:20](=[O:27])(=[O:28])[N:19]([CH:29]4[CH2:30][CH2:31]4)[C:18]3=[O:32])=[N:15][C:11]=2[CH:10]=1. (4) Given the reactants Cl[C:2]1[C:3]([NH2:9])=[N:4][CH:5]=[N:6][C:7]=1Cl.[NH2:10][CH:11]1[CH2:24][C:13]2([CH2:16][N:15]([C:17]([O:19]C(C)(C)C)=O)[CH2:14]2)[CH2:12]1.[CH2:25]([N:32]1[CH:36]=[C:35](B(O)O)[CH:34]=[N:33]1)[C:26]1[CH:31]=[CH:30][CH:29]=[CH:28][CH:27]=1.[C:40](O)(=O)[CH:41]=C, predict the reaction product. The product is: [NH2:9][C:3]1[N:4]=[CH:5][N:6]=[C:7]([NH:10][CH:11]2[CH2:12][C:13]3([CH2:14][N:15]([C:17](=[O:19])[CH:40]=[CH2:41])[CH2:16]3)[CH2:24]2)[C:2]=1[C:35]1[CH:34]=[N:33][N:32]([CH2:25][C:26]2[CH:31]=[CH:30][CH:29]=[CH:28][CH:27]=2)[CH:36]=1. (5) Given the reactants [Br:1][C:2]1[CH:3]=[C:4]([C:8]2[N:9]=[C:10]3[CH:15]=[CH:14][C:13]([Cl:16])=[CH:12][N:11]3[CH:17]=2)[CH:5]=[CH:6][CH:7]=1.[CH3:18][NH:19][CH3:20].[CH2:21]=O, predict the reaction product. The product is: [Br:1][C:2]1[CH:3]=[C:4]([C:8]2[N:9]=[C:10]3[CH:15]=[CH:14][C:13]([Cl:16])=[CH:12][N:11]3[C:17]=2[CH2:18][N:19]([CH3:21])[CH3:20])[CH:5]=[CH:6][CH:7]=1. (6) The product is: [Cl:1][C:2]1[CH:10]=[CH:9][CH:8]=[C:7]2[C:3]=1[C:4]([C:25]([NH:26][CH2:27][CH:28]1[CH2:33][CH2:32][C:31]([F:34])([F:35])[CH2:30][CH2:29]1)=[O:36])=[CH:5][N:6]2[CH2:11][CH:12]1[CH2:17][O:16][CH2:15][CH2:14][NH:13]1. Given the reactants [Cl:1][C:2]1[CH:10]=[CH:9][CH:8]=[C:7]2[C:3]=1[C:4]([C:25](=[O:36])[NH:26][CH2:27][CH:28]1[CH2:33][CH2:32][C:31]([F:35])([F:34])[CH2:30][CH2:29]1)=[CH:5][N:6]2[CH2:11][CH:12]1[CH2:17][O:16][CH2:15][CH2:14][N:13]1C(OC(C)(C)C)=O.C(O)(C(F)(F)F)=O, predict the reaction product. (7) Given the reactants Cl[C:2]1[S:6][N:5]=[C:4]([S:7][CH3:8])[N:3]=1.[Cl:9][C:10]1[CH:11]=[C:12]([CH:15]=[C:16]([Cl:18])[CH:17]=1)[CH2:13][OH:14].[H-].[Na+].[Cl-].[Na+], predict the reaction product. The product is: [Cl:9][C:10]1[CH:11]=[C:12]([CH:15]=[C:16]([Cl:18])[CH:17]=1)[CH2:13][O:14][C:2]1[S:6][N:5]=[C:4]([S:7][CH3:8])[N:3]=1.